From a dataset of Reaction yield outcomes from USPTO patents with 853,638 reactions. Predict the reaction yield, written as a fraction of the theoretical maximum amount of product (1.0 means a 100% yield; for example, 0.34 means a 34% yield). The reactants are [CH3:1][O:2][C:3](=[O:14])[CH:4]=[N:5][NH:6][C:7]1[CH:12]=[CH:11][C:10]([Cl:13])=[CH:9][CH:8]=1.[Br:15]N1C(=O)CCC1=O. The catalyst is C1COCC1. The product is [CH3:1][O:2][C:3](=[O:14])[C:4]([Br:15])=[N:5][NH:6][C:7]1[CH:12]=[CH:11][C:10]([Cl:13])=[CH:9][CH:8]=1. The yield is 0.840.